Task: Predict the reactants needed to synthesize the given product.. Dataset: Full USPTO retrosynthesis dataset with 1.9M reactions from patents (1976-2016) (1) Given the product [CH3:24][S:25]([N:12]1[CH2:11][CH2:10][CH:9]([O:8][C:7]2[CH:15]=[CH:16][C:4]([N+:1]([O-:3])=[O:2])=[CH:5][CH:6]=2)[CH2:14][CH2:13]1)(=[O:27])=[O:26], predict the reactants needed to synthesize it. The reactants are: [N+:1]([C:4]1[CH:16]=[CH:15][C:7]([O:8][CH:9]2[CH2:14][CH2:13][NH:12][CH2:11][CH2:10]2)=[CH:6][CH:5]=1)([O-:3])=[O:2].C(N(CC)CC)C.[CH3:24][S:25](Cl)(=[O:27])=[O:26]. (2) The reactants are: [Cl:1][C:2]1[N:3]=[C:4]2[C:9](=[CH:10][CH:11]=1)[N:8]=[CH:7][C:6]([S:12]([CH3:15])(=[O:14])=[O:13])=[C:5]2[NH:16][C@H:17]1[CH2:22][CH2:21][C@H:20]([CH2:23][N:24]([CH3:26])[CH3:25])[CH2:19][CH2:18]1.[Cl:27][C:28]1[CH:33]=[C:32](B2OC(C)(C)C(C)(C)O2)[CH:31]=[C:30]([O:43][CH3:44])[C:29]=1[OH:45].C1(N)C(F)=C(F)C(F)=C(N)C=1F.Cl.Cl. Given the product [ClH:1].[ClH:27].[Cl:27][C:28]1[CH:33]=[C:32]([C:2]2[N:3]=[C:4]3[C:9](=[CH:10][CH:11]=2)[N:8]=[CH:7][C:6]([S:12]([CH3:15])(=[O:14])=[O:13])=[C:5]3[NH:16][C@H:17]2[CH2:18][CH2:19][C@H:20]([CH2:23][N:24]([CH3:25])[CH3:26])[CH2:21][CH2:22]2)[CH:31]=[C:30]([O:43][CH3:44])[C:29]=1[OH:45], predict the reactants needed to synthesize it. (3) Given the product [ClH:1].[F:2][C:3]1[CH:4]=[C:5]([C:10]2[C:18]3[C:13](=[CH:14][C:15]([O:19][CH2:20][CH2:21][N:22]4[CH2:27][CH2:26][N:25]([S:28]([CH3:31])(=[O:29])=[O:30])[CH2:24][CH2:23]4)=[CH:16][CH:17]=3)[C:12](=[O:32])[C:11]=2[C:33]2[CH:34]=[N:35][C:36]([O:43][CH3:44])=[CH:41][CH:42]=2)[CH:6]=[C:7]([F:9])[CH:8]=1, predict the reactants needed to synthesize it. The reactants are: [ClH:1].[F:2][C:3]1[CH:4]=[C:5]([C:10]2[C:18]3[C:13](=[CH:14][C:15]([O:19][CH2:20][CH2:21][N:22]4[CH2:27][CH2:26][N:25]([S:28]([CH3:31])(=[O:30])=[O:29])[CH2:24][CH2:23]4)=[CH:16][CH:17]=3)[C:12](=[O:32])[C:11]=2[C:33]2[CH:34]=[N:35][C:36]3[C:41]([CH:42]=2)=CC=CC=3)[CH:6]=[C:7]([F:9])[CH:8]=1.[O:43]1CCN(CCOC2C=C3C(C(C4C=CC=CC=4)=C(Br)C3=O)=CC=2)C[CH2:44]1.COC1N=CC(B(O)O)=CC=1. (4) Given the product [CH3:1][O:2][C:3]1[C:4](=[O:40])[C:5]([CH3:39])=[C:6]([CH2:12][C:13]2[CH:14]=[CH:15][C:16]([OH:35])=[C:17]([CH:34]=2)[C:18]([NH:20][C:21]2[CH:33]=[CH:32][C:24]([C:25]([O:27][C:28]([CH3:31])([CH3:30])[CH3:29])=[O:26])=[CH:23][CH:22]=2)=[O:19])[C:7](=[O:11])[C:8]=1[O:9][CH3:10], predict the reactants needed to synthesize it. The reactants are: [CH3:1][O:2][C:3]1[C:4](=[O:40])[C:5]([CH3:39])=[C:6]([CH2:12][C:13]2[CH:14]=[CH:15][C:16]([O:35]C(=O)C)=[C:17]([CH:34]=2)[C:18]([NH:20][C:21]2[CH:33]=[CH:32][C:24]([C:25]([O:27][C:28]([CH3:31])([CH3:30])[CH3:29])=[O:26])=[CH:23][CH:22]=2)=[O:19])[C:7](=[O:11])[C:8]=1[O:9][CH3:10].C(=O)([O-])O.[Na+]. (5) Given the product [Br:11][C:6]1[C:5]2[S:1][CH:2]=[N:3][C:4]=2[CH:9]=[CH:8][C:7]=1[NH2:10], predict the reactants needed to synthesize it. The reactants are: [S:1]1[C:5]2[CH:6]=[C:7]([NH2:10])[CH:8]=[CH:9][C:4]=2[N:3]=[CH:2]1.[Br:11]Br.O. (6) The reactants are: Cl.Cl.[CH2:3]([C:10]1[CH:11]=[N:12][C:13]([N:16]2[C@H:21]3[CH2:22][CH2:23][C@@H:17]2[CH2:18][NH:19][CH2:20]3)=[N:14][CH:15]=1)[C:4]1[CH:9]=[CH:8][CH:7]=[CH:6][CH:5]=1.Cl[C:25]1[C:34]2[C:29](=[CH:30][C:31]([O:37][CH3:38])=[C:32]([O:35][CH3:36])[CH:33]=2)[N:28]=[CH:27][N:26]=1.C(N(CC)CC)C. Given the product [CH2:3]([C:10]1[CH:11]=[N:12][C:13]([N:16]2[C@H:21]3[CH2:22][CH2:23][C@@H:17]2[CH2:18][N:19]([C:25]2[C:34]4[C:29](=[CH:30][C:31]([O:37][CH3:38])=[C:32]([O:35][CH3:36])[CH:33]=4)[N:28]=[CH:27][N:26]=2)[CH2:20]3)=[N:14][CH:15]=1)[C:4]1[CH:5]=[CH:6][CH:7]=[CH:8][CH:9]=1, predict the reactants needed to synthesize it. (7) Given the product [Cl:22][C:16]1[CH:17]=[C:18]([O:21][C:2]2[C:3]3[N:10]([CH:11]([CH3:13])[CH3:12])[CH:9]=[CH:8][C:4]=3[N:5]=[CH:6][N:7]=2)[CH:19]=[CH:20][C:15]=1[NH2:14], predict the reactants needed to synthesize it. The reactants are: Cl[C:2]1[C:3]2[N:10]([CH:11]([CH3:13])[CH3:12])[CH:9]=[CH:8][C:4]=2[N:5]=[CH:6][N:7]=1.[NH2:14][C:15]1[CH:20]=[CH:19][C:18]([OH:21])=[CH:17][C:16]=1[Cl:22].C(=O)([O-])[O-].[K+].[K+]. (8) The reactants are: [F:1][CH:2]([F:11])[C:3]([C:5]1[CH:10]=[CH:9][CH:8]=[CH:7][CH:6]=1)=[O:4].Br[C:13]1[CH:23]=[CH:22][C:16]([C:17]([O:19][CH2:20][CH3:21])=[O:18])=[CH:15][CH:14]=1. Given the product [F:1][C:2]([C:13]1[CH:23]=[CH:22][C:16]([C:17]([O:19][CH2:20][CH3:21])=[O:18])=[CH:15][CH:14]=1)([F:11])[C:3](=[O:4])[C:5]1[CH:6]=[CH:7][CH:8]=[CH:9][CH:10]=1, predict the reactants needed to synthesize it. (9) Given the product [NH:1]1[C:5]2[CH:6]=[C:7]([NH:10][C:11]3[CH:9]=[CH:4][C:5]([C:41]4([C:44]([N:46]([CH3:47])[CH3:48])=[O:45])[CH2:40][CH2:39][NH:38][CH2:43][CH2:42]4)=[C:13]([NH:14][C:15]4[N:16]=[CH:59][C:58]5[CH:57]=[CH:56][NH:3][C:2]=5[N:1]=4)[CH:12]=3)[CH:8]=[CH:9][C:4]=2[N:3]=[CH:2]1, predict the reactants needed to synthesize it. The reactants are: [NH:1]1[C:5]2[CH:6]=[C:7]([NH:10][C:11]3[C:12]4C=CN(S(C5C=CC(C)=CC=5)(=O)=O)[C:13]=4[N:14]=[C:15](Cl)[N:16]=3)[CH:8]=[CH:9][C:4]=2[N:3]=[CH:2]1.NC1C=CC([N:38]2[CH2:43][CH2:42][CH:41]([C:44]([N:46]([CH3:48])[CH3:47])=[O:45])[CH2:40][CH2:39]2)=CC=1.C[Si](Cl)(C)C.[OH-].[K+].[CH2:56](O)[CH2:57][CH2:58][CH3:59].